From a dataset of Full USPTO retrosynthesis dataset with 1.9M reactions from patents (1976-2016). Predict the reactants needed to synthesize the given product. (1) Given the product [NH2:13][CH2:12][C:8]1[C:3]([C:4]([O:6][CH3:7])=[O:5])=[C:2]([Cl:1])[N:11]=[CH:10][CH:9]=1, predict the reactants needed to synthesize it. The reactants are: [Cl:1][C:2]1[N:11]=[CH:10][CH:9]=[C:8]([C:12]#[N:13])[C:3]=1[C:4]([O:6][CH3:7])=[O:5]. (2) Given the product [CH:18]1[C:12]2[C:13]3[C:8]([C:9]4[CH:25]=[CH:24][CH:23]=[CH:22][C:10]=4[C:11]=2[CH:21]=[CH:20][CH:19]=1)=[N:7][C:6]1[C:15](=[CH:16][CH:17]=[C:4]([NH:1][C:2]([N:26]2[CH2:31][CH2:30][O:29][CH2:28][CH2:27]2)=[S:3])[CH:5]=1)[N:14]=3, predict the reactants needed to synthesize it. The reactants are: [N:1]([C:4]1[CH:5]=[C:6]2[C:15](=[CH:16][CH:17]=1)[N:14]=[C:13]1[C:8]([C:9]3[CH:25]=[CH:24][CH:23]=[CH:22][C:10]=3[C:11]3[CH:21]=[CH:20][CH:19]=[CH:18][C:12]=31)=[N:7]2)=[C:2]=[S:3].[NH:26]1[CH2:31][CH2:30][O:29][CH2:28][CH2:27]1.